From a dataset of Reaction yield outcomes from USPTO patents with 853,638 reactions. Predict the reaction yield, written as a fraction of the theoretical maximum amount of product (1.0 means a 100% yield; for example, 0.34 means a 34% yield). (1) The reactants are [F:1][C:2]1[CH:3]=[CH:4][C:5]2[N:6]([C:8]([C:11]3[N:16]=[C:15](O)[C:14]([C:18]#[N:19])=[CH:13][N:12]=3)=[CH:9][N:10]=2)[CH:7]=1.O.[OH-].[Na+].P(Cl)(Cl)([Cl:25])=O. No catalyst specified. The product is [Cl:25][C:15]1[C:14]([C:18]#[N:19])=[CH:13][N:12]=[C:11]([C:8]2[N:6]3[CH:7]=[C:2]([F:1])[CH:3]=[CH:4][C:5]3=[N:10][CH:9]=2)[N:16]=1. The yield is 0.930. (2) The reactants are [Cl:1][C:2]1[N:7]=[C:6]([Cl:8])[CH:5]=[C:4](Cl)[N:3]=1.[CH3:10][N:11]1[CH:16]=[C:15](B2OC(C)(C)C(C)(C)O2)[CH:14]=[C:13]([CH3:26])[C:12]1=[O:27].C1(P(C2C=CC=CC=2)C2C=CC=CC=2)C=CC=CC=1.C([O-])([O-])=O.[Na+].[Na+]. The catalyst is C1COCC1.CC([O-])=O.CC([O-])=O.[Pd+2]. The product is [Cl:1][C:2]1[N:3]=[C:4]([C:15]2[CH:14]=[C:13]([CH3:26])[C:12](=[O:27])[N:11]([CH3:10])[CH:16]=2)[CH:5]=[C:6]([Cl:8])[N:7]=1. The yield is 0.550. (3) The catalyst is O.C(OCC)(=O)C. The yield is 0.940. The reactants are [C:1](Cl)(Cl)=[O:2].[NH2:5][C:6]1[CH:11]=[CH:10][CH:9]=[C:8]([CH3:12])[N:7]=1.C(N(CC)C(C)C)(C)C.[C:22]([OH:26])([CH3:25])([CH3:24])[CH3:23].[OH-].[Na+]. The product is [C:22]([O:26][C:1](=[O:2])[NH:5][C:6]1[CH:11]=[CH:10][CH:9]=[C:8]([CH3:12])[N:7]=1)([CH3:25])([CH3:24])[CH3:23]. (4) The reactants are Br.[N:2]1[CH:7]=[CH:6][CH:5]=[C:4]([O:8][C:9]2[CH:14]=[CH:13][C:12]([C:15]3[O:19][C:18]([NH2:20])=[N:17][N:16]=3)=[CH:11][CH:10]=2)[CH:3]=1.[Cl:21][C:22]1[C:23]([F:35])=[C:24]([CH:28]=[C:29]([C:31]([F:34])([F:33])[F:32])[CH:30]=1)[C:25](Cl)=[O:26]. The catalyst is N1C=CC=CC=1.CO. The product is [Cl:21][C:22]1[C:23]([F:35])=[C:24]([CH:28]=[C:29]([C:31]([F:33])([F:34])[F:32])[CH:30]=1)[C:25]([NH:20][C:18]1[O:19][C:15]([C:12]2[CH:11]=[CH:10][C:9]([O:8][C:4]3[CH:3]=[N:2][CH:7]=[CH:6][CH:5]=3)=[CH:14][CH:13]=2)=[N:16][N:17]=1)=[O:26]. The yield is 0.348. (5) The reactants are [OH:1][C@@H:2]1[CH2:6][N:5]([CH2:7][CH2:8][N:9]2[C:18]3[C:13](=[CH:14][CH:15]=[C:16]([O:19][CH3:20])[CH:17]=3)[CH:12]=[CH:11][C:10]2=[O:21])[CH2:4][C@@H:3]1[CH2:22][NH:23]C(=O)OCC1C=CC=CC=1. The catalyst is [OH-].[OH-].[Pd+2]. The product is [NH2:23][CH2:22][C@@H:3]1[C@H:2]([OH:1])[CH2:6][N:5]([CH2:7][CH2:8][N:9]2[C:18]3[C:13](=[CH:14][CH:15]=[C:16]([O:19][CH3:20])[CH:17]=3)[CH:12]=[CH:11][C:10]2=[O:21])[CH2:4]1. The yield is 0.890. (6) The reactants are CC1C=CC(S(O)(=O)=O)=CC=1.[S:12]1[C:16]2[CH:17]=[CH:18][CH:19]=[CH:20][C:15]=2[N:14]=[C:13]1[C:21]1[CH:22]=[N:23][NH:24][C:25]=1[NH2:26].[Cl:27][C:28]1[CH:33]=[CH:32][C:31]([C:34](=O)[CH2:35][C:36](OCC)=[O:37])=[CH:30][C:29]=1[O:42][CH3:43]. The catalyst is CCCCO. The product is [S:12]1[C:16]2[CH:17]=[CH:18][CH:19]=[CH:20][C:15]=2[N:14]=[C:13]1[C:21]1[CH:22]=[N:23][N:24]2[C:36](=[O:37])[CH:35]=[C:34]([C:31]3[CH:32]=[CH:33][C:28]([Cl:27])=[C:29]([O:42][CH3:43])[CH:30]=3)[NH:26][C:25]=12. The yield is 0.150. (7) The reactants are [NH2:1][C:2]1[CH:3]=[CH:4][C:5]([CH3:10])=[C:6]([CH:9]=1)[C:7]#[N:8].[N:11]([O-])=O.[Na+].[Cl:15][Sn]Cl. The catalyst is Cl.O. The product is [ClH:15].[NH:1]([C:2]1[CH:3]=[CH:4][C:5]([CH3:10])=[C:6]([CH:9]=1)[C:7]#[N:8])[NH2:11]. The yield is 0.870. (8) The reactants are Cl.Cl.[CH3:3][C@H:4]1[C:12]2[C:11]([N:13]3[CH2:18][CH2:17][NH:16][CH2:15][CH2:14]3)=[N:10][CH:9]=[N:8][C:7]=2[C@H:6]([OH:19])[CH2:5]1.[C:20]([O:24][C:25]([NH:27][CH2:28][C@H:29]([C:33]1[CH:38]=[CH:37][C:36]([Cl:39])=[CH:35][CH:34]=1)[C:30](O)=[O:31])=[O:26])([CH3:23])([CH3:22])[CH3:21].C(N(C(C)C)CC)(C)C.CN(C(ON1N=NC2C=CC=CC1=2)=[N+](C)C)C.F[P-](F)(F)(F)(F)F. The catalyst is C(Cl)Cl. The product is [Cl:39][C:36]1[CH:37]=[CH:38][C:33]([C@H:29]([C:30]([N:16]2[CH2:15][CH2:14][N:13]([C:11]3[C:12]4[C@H:4]([CH3:3])[CH2:5][C@@H:6]([OH:19])[C:7]=4[N:8]=[CH:9][N:10]=3)[CH2:18][CH2:17]2)=[O:31])[CH2:28][NH:27][C:25](=[O:26])[O:24][C:20]([CH3:23])([CH3:21])[CH3:22])=[CH:34][CH:35]=1. The yield is 0.780. (9) The reactants are [C:1]([C:5]1[CH:23]=[CH:22][C:8]([C:9]([NH:11][C:12]2[N:13]=[C:14]3[CH:19]=[CH:18][C:17](Cl)=[N:16][N:15]3[CH:21]=2)=[O:10])=[CH:7][CH:6]=1)([CH3:4])([CH3:3])[CH3:2].[NH:24]1[CH2:29][CH2:28][O:27][CH2:26][CH2:25]1. The catalyst is CN(C)C=O. The product is [CH:9]([OH:10])=[O:27].[CH:28]([OH:27])=[O:10].[C:1]([C:5]1[CH:23]=[CH:22][C:8]([C:9]([NH:11][C:12]2[N:13]=[C:14]3[CH:19]=[CH:18][C:17]([N:24]4[CH2:29][CH2:28][O:27][CH2:26][CH2:25]4)=[N:16][N:15]3[CH:21]=2)=[O:10])=[CH:7][CH:6]=1)([CH3:4])([CH3:3])[CH3:2]. The yield is 0.210. (10) The reactants are Cl.Cl.Cl[C:4]1[CH:5]=[C:6]2[C:12]3([CH2:17][CH2:16][NH:15][CH2:14][CH2:13]3)[CH2:11][N:10]([C:18]3[C:19]4[C@H:26]([CH3:27])[CH2:25][C@@H:24](O)[C:20]=4[N:21]=[CH:22][N:23]=3)[C:7]2=[CH:8][CH:9]=1.C=O. No catalyst specified. The product is [CH2:12]([N:15]1[CH2:16][CH2:17][C:12]2([C:6]3[C:7](=[CH:8][CH:9]=[CH:4][C:5]=3[CH2:22][NH:21][CH:20]([CH3:24])[CH3:19])[N:10]([C:18]3[C:19]4[C@H:26]([CH3:27])[CH2:25][CH2:24][C:20]=4[N:21]=[CH:22][N:23]=3)[CH2:11]2)[CH2:13][CH2:14]1)[C:6]1[CH:7]=[CH:8][CH:9]=[CH:4][CH:5]=1. The yield is 0.600.